From a dataset of Full USPTO retrosynthesis dataset with 1.9M reactions from patents (1976-2016). Predict the reactants needed to synthesize the given product. (1) Given the product [Br:1][C:2]1[CH:7]=[CH:6][C:5]([S:8][S:8][C:5]2[CH:6]=[CH:7][C:2]([Br:1])=[CH:3][C:4]=2[C:12]([F:15])([F:13])[F:14])=[C:4]([C:12]([F:15])([F:14])[F:13])[CH:3]=1, predict the reactants needed to synthesize it. The reactants are: [Br:1][C:2]1[CH:7]=[CH:6][C:5]([S:8](Cl)(=O)=O)=[C:4]([C:12]([F:15])([F:14])[F:13])[CH:3]=1.[I-].[Na+]. (2) Given the product [C:1]12([NH:6][C:7]([C:9]3[CH:10]=[C:11]([C:15]4[C:16]([CH2:35][CH2:36][C:37]([OH:39])=[O:38])=[CH:17][C:18]5[O:22][C:21]([C:23]6[CH:28]=[CH:27][C:26]([F:29])=[CH:25][CH:24]=6)=[C:20]([C:30](=[O:33])[NH:31][CH3:32])[C:19]=5[CH:34]=4)[CH:12]=[CH:13][CH:14]=3)=[O:8])[CH2:5][CH:3]([CH2:2]1)[CH2:4]2, predict the reactants needed to synthesize it. The reactants are: [C:1]12([NH:6][C:7]([C:9]3[CH:10]=[C:11]([C:15]4[C:16]([CH2:35][CH2:36][C:37]([O:39]C)=[O:38])=[CH:17][C:18]5[O:22][C:21]([C:23]6[CH:28]=[CH:27][C:26]([F:29])=[CH:25][CH:24]=6)=[C:20]([C:30](=[O:33])[NH:31][CH3:32])[C:19]=5[CH:34]=4)[CH:12]=[CH:13][CH:14]=3)=[O:8])[CH2:5][CH:3]([CH2:4]1)[CH2:2]2.[OH-].[Na+].